Dataset: Reaction yield outcomes from USPTO patents with 853,638 reactions. Task: Predict the reaction yield, written as a fraction of the theoretical maximum amount of product (1.0 means a 100% yield; for example, 0.34 means a 34% yield). (1) The reactants are [Br:1][C:2]1[CH:3]=[C:4]([I:9])[C:5](=[O:8])[NH:6][CH:7]=1.[H-].[Na+].I[CH3:13]. The catalyst is CN(C=O)C. The product is [Br:1][C:2]1[CH:3]=[C:4]([I:9])[C:5](=[O:8])[N:6]([CH3:13])[CH:7]=1. The yield is 0.950. (2) The reactants are [Br:1][C:2]1[CH:7]=[CH:6][C:5]([C:8]([C:10]2[CH:15]=[CH:14][C:13]([O:16]C)=[CH:12][CH:11]=2)=[O:9])=[CH:4][C:3]=1[CH3:18].[Al+3].[Cl-].[Cl-].[Cl-].O. The catalyst is C1C=CC=CC=1. The product is [Br:1][C:2]1[CH:7]=[CH:6][C:5]([C:8]([C:10]2[CH:15]=[CH:14][C:13]([OH:16])=[CH:12][CH:11]=2)=[O:9])=[CH:4][C:3]=1[CH3:18]. The yield is 0.930. (3) The reactants are [CH2:1]([O:8][C:9]1[CH:10]=[C:11]([CH:13]=[CH:14][CH:15]=1)[NH2:12])[C:2]1[CH:7]=[CH:6][CH:5]=[CH:4][CH:3]=1.[H-].[Na+].Cl[C:19]1[N:24]=[C:23]([S:25][CH3:26])[N:22]=[C:21]([N:27]([CH3:29])[CH3:28])[CH:20]=1. The catalyst is O1CCCC1. The product is [CH2:1]([O:8][C:9]1[CH:10]=[C:11]([NH:12][C:19]2[CH:20]=[C:21]([N:27]([CH3:28])[CH3:29])[N:22]=[C:23]([S:25][CH3:26])[N:24]=2)[CH:13]=[CH:14][CH:15]=1)[C:2]1[CH:3]=[CH:4][CH:5]=[CH:6][CH:7]=1. The yield is 0.940.